Dataset: Full USPTO retrosynthesis dataset with 1.9M reactions from patents (1976-2016). Task: Predict the reactants needed to synthesize the given product. (1) Given the product [N+:21]([C:24]1[CH:25]=[CH:26][C:27]([C:30]([NH:33][C:9](=[O:10])[O:11][C:12]([CH3:13])([CH3:14])[CH3:15])([CH3:31])[CH3:32])=[CH:28][CH:29]=1)([O-:23])=[O:22], predict the reactants needed to synthesize it. The reactants are: [C:9](O[C:9]([O:11][C:12]([CH3:15])([CH3:14])[CH3:13])=[O:10])([O:11][C:12]([CH3:15])([CH3:14])[CH3:13])=[O:10].O1CCCC1.[N+:21]([C:24]1[CH:29]=[CH:28][C:27]([C:30]([NH2:33])([CH3:32])[CH3:31])=[CH:26][CH:25]=1)([O-:23])=[O:22]. (2) Given the product [Cl:1][C:2]1[CH:7]=[CH:6][C:5]([C:8]2[CH:9]=[C:10]([C:11]([F:14])([F:13])[F:12])[C:19]([C:20]([O:22][CH3:23])=[O:21])=[C:18]([CH:24]([CH3:26])[CH3:25])[N:17]=2)=[CH:4][CH:3]=1, predict the reactants needed to synthesize it. The reactants are: [Cl:1][C:2]1[CH:7]=[CH:6][C:5]([C:8](=O)[CH2:9][C:10](=O)[C:11]([F:14])([F:13])[F:12])=[CH:4][CH:3]=1.[NH2:17][C:18]([CH:24]([CH3:26])[CH3:25])=[CH:19][C:20]([O:22][CH3:23])=[O:21]. (3) Given the product [CH2:24]([O:23][C:21]([C:20]1[C:19](=[O:26])[N:13]([CH2:14][CH2:15][CH:16]([CH3:17])[CH3:18])[N:8]2[CH:9]=[C:10]([F:12])[CH:11]=[C:7]2[C:5]=1[OH:6])=[O:22])[CH3:25], predict the reactants needed to synthesize it. The reactants are: C(O[C:5]([C:7]1[N:8]([N:13]([C:19](=[O:26])[CH2:20][C:21]([O:23][CH2:24][CH3:25])=[O:22])[CH2:14][CH2:15][CH:16]([CH3:18])[CH3:17])[CH:9]=[C:10]([F:12])[CH:11]=1)=[O:6])C=C.[O-]CC.[Na+].CO. (4) The reactants are: [C:1]1([N:7]2[CH2:11][CH2:10][CH2:9][CH2:8]2)[CH:6]=[CH:5][CH:4]=[CH:3][CH:2]=1.[Br:12]N1C(=O)CCC1=O.[OH-].[Na+]. Given the product [Br:12][C:4]1[CH:5]=[CH:6][C:1]([N:7]2[CH2:11][CH2:10][CH2:9][CH2:8]2)=[CH:2][CH:3]=1, predict the reactants needed to synthesize it. (5) Given the product [OH:1][C:2]1[CH:7]=[CH:6][C:5]([C:8](=[C:24]2[CH2:29][C:28]([CH3:31])([CH3:30])[CH2:27][C:26]([CH3:33])([CH3:32])[CH2:25]2)[C:9]2[CH:14]=[CH:13][C:12]([O:15][C:16]([CH3:23])([CH3:22])[C:17]([OH:19])=[O:18])=[CH:11][CH:10]=2)=[CH:4][CH:3]=1, predict the reactants needed to synthesize it. The reactants are: [OH:1][C:2]1[CH:7]=[CH:6][C:5]([C:8](=[C:24]2[CH2:29][C:28]([CH3:31])([CH3:30])[CH2:27][C:26]([CH3:33])([CH3:32])[CH2:25]2)[C:9]2[CH:14]=[CH:13][C:12]([O:15][C:16]([CH3:23])([CH3:22])[C:17]([O:19]CC)=[O:18])=[CH:11][CH:10]=2)=[CH:4][CH:3]=1.[OH-].[Na+].Cl. (6) Given the product [ClH:2].[F:29][C:23]1[CH:24]=[CH:25][C:26]([F:28])=[CH:27][C:22]=1[C:21]([NH:20][C:16]1[CH:17]=[CH:18][CH:19]=[C:14]([C:10]2[N:11]=[CH:12][S:13][C:9]=2[C:7]2[CH:6]=[CH:5][N:4]=[C:3]([NH:31][C:32]3[CH:33]=[CH:34][C:35]4[O:40][CH2:39][C:38](=[O:41])[NH:37][C:36]=4[CH:42]=3)[N:8]=2)[CH:15]=1)=[O:30], predict the reactants needed to synthesize it. The reactants are: [Cl-].[Cl:2][C:3]1[N:8]=[C:7]([C:9]2[S:13][CH:12]=[N:11][C:10]=2[C:14]2[CH:15]=[C:16]([NH:20][C:21](=[O:30])[C:22]3[CH:27]=[C:26]([F:28])[CH:25]=[CH:24][C:23]=3[F:29])[CH:17]=[CH:18][CH:19]=2)[CH:6]=[CH:5][N:4]=1.[NH2:31][C:32]1[CH:33]=[CH:34][C:35]2[O:40][CH2:39][C:38](=[O:41])[NH:37][C:36]=2[CH:42]=1. (7) Given the product [CH3:1][N:2]1[CH:6]=[C:5]([NH:7][C:8]2[N:13]=[C:12]3[N:14]([CH2:17][CH:18]4[CH2:23][CH2:22][CH2:21][NH:20][CH2:19]4)[N:15]=[CH:16][C:11]3=[CH:10][N:9]=2)[CH:4]=[N:3]1, predict the reactants needed to synthesize it. The reactants are: [CH3:1][N:2]1[CH:6]=[C:5]([NH:7][C:8]2[N:13]=[C:12]3[N:14]([CH2:17][CH:18]4[CH2:23][CH2:22][CH2:21][N:20](C(OC(C)(C)C)=O)[CH2:19]4)[N:15]=[CH:16][C:11]3=[CH:10][N:9]=2)[CH:4]=[N:3]1.FC(F)(F)C(O)=O. (8) Given the product [CH3:1][NH:2][C:3]([C:5]1[CH:10]=[C:9]([O:11][C:12]2[CH:13]=[C:14]3[C:19](=[CH:20][CH:21]=2)[N:18]=[C:17]([NH:36][C:27]2[CH:28]=[CH:29][C:30]4[C:35](=[CH:34][CH:33]=[CH:32][CH:31]=4)[CH:26]=2)[N:16]=[CH:15]3)[CH:8]=[CH:7][N:6]=1)=[O:4], predict the reactants needed to synthesize it. The reactants are: [CH3:1][NH:2][C:3]([C:5]1[CH:10]=[C:9]([O:11][C:12]2[CH:13]=[C:14]3[C:19](=[CH:20][CH:21]=2)[N:18]=[C:17](S(C)(=O)=O)[N:16]=[CH:15]3)[CH:8]=[CH:7][N:6]=1)=[O:4].[CH:26]1[C:35]2[C:30](=[CH:31][CH:32]=[CH:33][CH:34]=2)[CH:29]=[CH:28][C:27]=1[NH:36]C1C=CC=CC=1. (9) Given the product [OH:1][C:2]1([CH:25]([CH3:27])[CH3:26])[CH2:6][CH2:5][N:4]([CH2:7][CH2:8][CH2:9][O:10][C:11]2[CH:16]=[CH:15][C:14]([C:17]3[CH:18]=[CH:19][C:20]([C:23]#[N:24])=[CH:21][CH:22]=3)=[CH:13][CH:12]=2)[CH2:3]1, predict the reactants needed to synthesize it. The reactants are: [O:1]=[C:2]1[CH2:6][CH2:5][N:4]([CH2:7][CH2:8][CH2:9][O:10][C:11]2[CH:16]=[CH:15][C:14]([C:17]3[CH:22]=[CH:21][C:20]([C:23]#[N:24])=[CH:19][CH:18]=3)=[CH:13][CH:12]=2)[CH2:3]1.[CH:25]([Mg]Cl)([CH3:27])[CH3:26].